This data is from Reaction yield outcomes from USPTO patents with 853,638 reactions. The task is: Predict the reaction yield, written as a fraction of the theoretical maximum amount of product (1.0 means a 100% yield; for example, 0.34 means a 34% yield). (1) The reactants are [CH3:1][O:2][C:3]([C:5]1[S:6][CH:7]=[CH:8][C:9]=1[NH2:10])=[O:4].[CH2:11]1[O:21][C:14]2([CH2:19][CH2:18][C:17](=O)[CH2:16][CH2:15]2)[O:13][CH2:12]1.C([Sn](Cl)(Cl)CCCC)CCC.C1([SiH3])C=CC=CC=1. The catalyst is C1COCC1. The product is [CH3:1][O:2][C:3]([C:5]1[S:6][CH:7]=[CH:8][C:9]=1[NH:10][CH:17]1[CH2:18][CH2:19][C:14]2([O:21][CH2:11][CH2:12][O:13]2)[CH2:15][CH2:16]1)=[O:4]. The yield is 0.470. (2) The reactants are [CH3:1][O:2][C:3]1[CH:12]=[CH:11][C:10]2[NH:9][C:8](=[O:13])[C:7]3[S:14][CH:15]=[CH:16][C:6]=3[C:5]=2[C:4]=1[C:17]1[CH:22]=[CH:21][C:20]([C:23]([CH3:34])([CH3:33])[CH2:24][NH:25][C:26](=[O:32])[O:27][C:28]([CH3:31])([CH3:30])[CH3:29])=[CH:19][CH:18]=1.C1C(=O)N([Br:42])C(=O)C1. No catalyst specified. The product is [Br:42][C:11]1[C:10]2[NH:9][C:8](=[O:13])[C:7]3[S:14][CH:15]=[CH:16][C:6]=3[C:5]=2[C:4]([C:17]2[CH:22]=[CH:21][C:20]([C:23]([CH3:34])([CH3:33])[CH2:24][NH:25][C:26](=[O:32])[O:27][C:28]([CH3:29])([CH3:31])[CH3:30])=[CH:19][CH:18]=2)=[C:3]([O:2][CH3:1])[CH:12]=1. The yield is 0.510.